This data is from Full USPTO retrosynthesis dataset with 1.9M reactions from patents (1976-2016). The task is: Predict the reactants needed to synthesize the given product. Given the product [NH2:7][CH2:6][C:5]1[C:4]([F:32])=[CH:3][C:2]([Cl:1])=[C:15]([C:16]2[NH:20][C:19](=[O:21])[N:18]([C:22]3[CH:23]=[N:24][C:25]([C:28]([F:29])([F:30])[F:31])=[CH:26][CH:27]=3)[N:17]=2)[CH:14]=1, predict the reactants needed to synthesize it. The reactants are: [Cl:1][C:2]1[C:15]([C:16]2[NH:20][C:19](=[O:21])[N:18]([C:22]3[CH:23]=[N:24][C:25]([C:28]([F:31])([F:30])[F:29])=[CH:26][CH:27]=3)[N:17]=2)=[CH:14][C:5]([CH2:6][NH:7]C(=O)C(F)(F)F)=[C:4]([F:32])[CH:3]=1.[OH-].[K+].O.